Dataset: Forward reaction prediction with 1.9M reactions from USPTO patents (1976-2016). Task: Predict the product of the given reaction. (1) Given the reactants C(O[C:4](=[O:14])[CH2:5][C:6](=O)[C:7]1[CH:8]=[N:9][CH:10]=[CH:11][CH:12]=1)C.C(O)(=O)C(O)=O.[CH2:21]([NH:23][NH2:24])[CH3:22], predict the reaction product. The product is: [CH2:21]([N:23]1[C:4]([OH:14])=[CH:5][C:6]([C:7]2[CH:8]=[N:9][CH:10]=[CH:11][CH:12]=2)=[N:24]1)[CH3:22]. (2) The product is: [NH2:10][CH:9]([CH2:14][C:15]1[CH:20]=[CH:19][CH:18]=[C:17]([O:21][C:22]([F:27])([F:26])[CH:23]([F:25])[F:24])[CH:16]=1)[CH:8]([C:4]1[CH:5]=[CH:6][CH:7]=[C:2]([Cl:1])[CH:3]=1)[OH:12]. Given the reactants [Cl:1][C:2]1[CH:3]=[C:4]([CH:8]2[O:12]C(=O)[NH:10][CH:9]2[CH2:14][C:15]2[CH:20]=[CH:19][CH:18]=[C:17]([O:21][C:22]([F:27])([F:26])[CH:23]([F:25])[F:24])[CH:16]=2)[CH:5]=[CH:6][CH:7]=1.[OH-].[Na+], predict the reaction product.